Task: Predict the reactants needed to synthesize the given product.. Dataset: Full USPTO retrosynthesis dataset with 1.9M reactions from patents (1976-2016) Given the product [CH2:15]([O:14][C:12](=[O:13])[CH2:11][N:10]1[C:3]2[C:2]([NH:21][C:20]3[CH:22]=[CH:23][C:24]([O:25][C:26]4[CH:27]=[N:28][C:29]([CH3:32])=[CH:30][CH:31]=4)=[C:18]([CH3:17])[CH:19]=3)=[N:7][CH:6]=[N:5][C:4]=2[CH:8]=[CH:9]1)[CH3:16], predict the reactants needed to synthesize it. The reactants are: Cl[C:2]1[C:3]2[N:10]([CH2:11][C:12]([O:14][CH2:15][CH3:16])=[O:13])[CH:9]=[CH:8][C:4]=2[N:5]=[CH:6][N:7]=1.[CH3:17][C:18]1[CH:19]=[C:20]([CH:22]=[CH:23][C:24]=1[O:25][C:26]1[CH:27]=[N:28][C:29]([CH3:32])=[CH:30][CH:31]=1)[NH2:21].